This data is from Full USPTO retrosynthesis dataset with 1.9M reactions from patents (1976-2016). The task is: Predict the reactants needed to synthesize the given product. (1) Given the product [CH2:20]([N:15]1[C:14](=[O:21])[N:13]([C:11]2[CH:10]=[N:9][N:8]([CH2:7][C:6]3[C:2]([CH3:1])=[N:3][O:4][C:5]=3[CH3:22])[CH:12]=2)[C:17](=[O:18])[N:16]1[CH2:19][C:24]1[CH:25]=[CH:26][CH:27]=[CH:28][CH:29]=1)[C:24]1[CH:29]=[CH:28][CH:27]=[CH:26][CH:25]=1, predict the reactants needed to synthesize it. The reactants are: [CH3:1][C:2]1[C:6]([CH2:7][N:8]2[CH:12]=[C:11]([N:13]3[C:17](=[O:18])[N:16]([CH3:19])[N:15]([CH3:20])[C:14]3=[O:21])[CH:10]=[N:9]2)=[C:5]([CH3:22])[O:4][N:3]=1.C(Br)[C:24]1[CH:29]=[CH:28][CH:27]=[CH:26][CH:25]=1. (2) Given the product [C:36]([C:35]1[CH:39]=[CH:40][C:32]([C:9]2[CH:10]=[CH:11][C:12]3[O:16][C:15]([CH:17]4[CH2:18][CH2:19][N:20]([C:23]([O:25][CH:26]([CH3:27])[CH3:28])=[O:24])[CH2:21][CH2:22]4)=[N:14][C:13]=3[CH:29]=2)=[N:33][CH:34]=1)(=[O:37])[NH2:38], predict the reactants needed to synthesize it. The reactants are: CC1(C)C(C)(C)OB([C:9]2[CH:10]=[CH:11][C:12]3[O:16][C:15]([CH:17]4[CH2:22][CH2:21][N:20]([C:23]([O:25][CH:26]([CH3:28])[CH3:27])=[O:24])[CH2:19][CH2:18]4)=[N:14][C:13]=3[CH:29]=2)O1.Cl[C:32]1[CH:40]=[CH:39][C:35]([C:36]([NH2:38])=[O:37])=[CH:34][N:33]=1. (3) Given the product [CH2:47]([O:49][C:50]([C:52]1([NH:61][C:9]([C:8]2[C:4]3[CH:3]=[C:2]([Cl:1])[CH:13]=[CH:12][C:5]=3[S:6][CH:7]=2)=[O:11])[CH2:60][C:59]2[C:54](=[CH:55][CH:56]=[CH:57][CH:58]=2)[CH2:53]1)=[O:51])[CH3:48], predict the reactants needed to synthesize it. The reactants are: [Cl:1][C:2]1[CH:13]=[CH:12][C:5]2[S:6][CH:7]=[C:8]([C:9]([OH:11])=O)[C:4]=2[CH:3]=1.CN(C(ON1N=NC2C=CC=CC1=2)=[N+](C)C)C.F[P-](F)(F)(F)(F)F.CCN(C(C)C)C(C)C.[CH2:47]([O:49][C:50]([C:52]1([NH2:61])[CH2:60][C:59]2[C:54](=[CH:55][CH:56]=[CH:57][CH:58]=2)[CH2:53]1)=[O:51])[CH3:48]. (4) Given the product [Br:1][C:2]1[CH:12]=[CH:11][C:5]2[N:6]([C:18]([O:17][C:14]([CH3:16])([CH3:15])[CH3:13])=[O:19])[C:7]([CH2:9][O:10][C:18]([O:17][C:14]([CH3:16])([CH3:15])[CH3:13])=[O:19])=[N:8][C:4]=2[CH:3]=1, predict the reactants needed to synthesize it. The reactants are: [Br:1][C:2]1[CH:12]=[CH:11][C:5]2[NH:6][C:7]([CH2:9][OH:10])=[N:8][C:4]=2[CH:3]=1.[CH3:13][C:14]([O:17][C:18](O[C:18]([O:17][C:14]([CH3:16])([CH3:15])[CH3:13])=[O:19])=[O:19])([CH3:16])[CH3:15]. (5) Given the product [OH:18][C@@H:16]([CH3:17])[C@H:15]([N:14]1[CH:10]=[C:11]([C:21]([O:23][CH2:24][CH3:25])=[O:22])[N:12]=[CH:13]1)[CH2:19][OH:20], predict the reactants needed to synthesize it. The reactants are: N(OCCC(C)C)=O.N[C:10]1[N:14]([C@H:15]([CH2:19][OH:20])[C@@H:16]([OH:18])[CH3:17])[CH:13]=[N:12][C:11]=1[C:21]([O:23][CH2:24][CH3:25])=[O:22]. (6) The reactants are: CN(C(ON1N=NC2C=CC=NC1=2)=[N+](C)C)C.F[P-](F)(F)(F)(F)F.CCN(C(C)C)C(C)C.[NH2:34][CH2:35][C:36]1[C:37]([F:53])=[C:38]([O:43][C:44]2[CH:45]=[C:46]([CH:49]=[C:50]([Cl:52])[CH:51]=2)[C:47]#[N:48])[C:39]([Cl:42])=[CH:40][CH:41]=1.C[Si](C)(C)CCOC[N:60]1[C:64]2[CH:65]=[C:66]([C:68](O)=[O:69])[NH:67][C:63]=2[N:62]=[CH:61]1.[C:73]([OH:79])([C:75]([F:78])([F:77])[F:76])=[O:74]. Given the product [F:76][C:75]([F:78])([F:77])[C:73]([OH:79])=[O:74].[Cl:42][C:39]1[CH:40]=[CH:41][C:36]([CH2:35][NH:34][C:68]([C:66]2[NH:67][C:63]3[N:62]=[CH:61][NH:60][C:64]=3[CH:65]=2)=[O:69])=[C:37]([F:53])[C:38]=1[O:43][C:44]1[CH:45]=[C:46]([C:47]#[N:48])[CH:49]=[C:50]([Cl:52])[CH:51]=1, predict the reactants needed to synthesize it. (7) The reactants are: OC[C:3]1[CH:8]=[CH:7][C:6]([C:9]([NH:11][C:12]2[CH:17]=[C:16]([C:18]3[S:19][CH:20]=[CH:21][CH:22]=3)[CH:15]=[CH:14][C:13]=2[NH:23][C:24](=[O:30])[O:25][C:26]([CH3:29])([CH3:28])[CH3:27])=[O:10])=[CH:5][CH:4]=1.F[P-](F)(F)(F)(F)F.N1(O[P+](N(C)C)(N(C)C)N(C)C)C2C=CC=CC=2N=N1.[CH2:58]([O:60][P:61]([O:64][CH2:65][CH2:66]C1C=CC(C(O)=O)=CC=1)([CH3:63])=[O:62])[CH3:59].CCN(C(C)C)C(C)C. Given the product [CH3:63][P:61](=[O:62])([O:64][CH2:65][CH3:66])[O:60][CH2:58][CH2:59][C:3]1[CH:4]=[CH:5][C:6]([C:9]([NH:11][C:12]2[CH:17]=[C:16]([C:18]3[S:19][CH:20]=[CH:21][CH:22]=3)[CH:15]=[CH:14][C:13]=2[NH:23][C:24]([O:25][C:26]([CH3:27])([CH3:28])[CH3:29])=[O:30])=[O:10])=[CH:7][CH:8]=1, predict the reactants needed to synthesize it.